Dataset: Forward reaction prediction with 1.9M reactions from USPTO patents (1976-2016). Task: Predict the product of the given reaction. (1) Given the reactants [OH:1][C:2]1[CH:3]=[C:4]([C:8]2[CH2:13][CH2:12][N:11]([C:14]([O:16][C:17]([CH3:20])([CH3:19])[CH3:18])=[O:15])[CH2:10][CH:9]=2)[CH:5]=[CH:6][CH:7]=1.C(=O)([O-])[O-].[K+].[K+].[CH2:27](Br)[C:28]1[CH:33]=[CH:32][CH:31]=[CH:30][CH:29]=1, predict the reaction product. The product is: [CH2:27]([O:1][C:2]1[CH:3]=[C:4]([C:8]2[CH2:13][CH2:12][N:11]([C:14]([O:16][C:17]([CH3:20])([CH3:19])[CH3:18])=[O:15])[CH2:10][CH:9]=2)[CH:5]=[CH:6][CH:7]=1)[C:28]1[CH:33]=[CH:32][CH:31]=[CH:30][CH:29]=1. (2) The product is: [CH3:16][N:14]([CH3:15])[C:12]([C:11]1[CH:17]=[C:18]([CH:21]2[CH:7]([C:3]3[N:2]([CH3:1])[CH:6]=[CH:5][N:4]=3)[C:34](=[O:33])[C:24]3[C:28]([C:27]([O:26][CH2:25][CH3:37])=[O:32])=[CH:29][CH:30]=[CH:31][C:23]=3[NH:22]2)[CH:19]=[CH:20][C:10]=1[F:9])=[O:13]. Given the reactants [CH3:1][N:2]1[CH:6]=[CH:5][N:4]=[C:3]1[CH:7]=O.[F:9][C:10]1[CH:20]=[CH:19][C:18](/[CH:21]=[N:22]/[C:23]2[CH:31]=[CH:30][CH:29]=[C:28]3[C:24]=2[CH2:25][O:26][C:27]3=[O:32])=[CH:17][C:11]=1[C:12]([N:14]([CH3:16])[CH3:15])=[O:13].[O-:33][CH2:34]C.[Na+].[CH2:37](O)C, predict the reaction product. (3) Given the reactants [CH3:1][C:2]1[O:3][C:4]2[CH:10]=[C:9]([C:11]3[CH:12]=[CH:13][C:14]([NH2:17])=[N:15][CH:16]=3)[C:8]([CH3:18])=[CH:7][C:5]=2[N:6]=1.[Cl:19][C:20]1[CH:28]=[CH:27][CH:26]=[CH:25][C:21]=1[C:22](Cl)=[O:23].CCN(C(C)C)C(C)C.C([O-])(O)=O.[Na+].C(Cl)Cl, predict the reaction product. The product is: [CH3:1][C:2]1[O:3][C:4]2[CH:10]=[C:9]([C:11]3[CH:12]=[CH:13][C:14]([NH:17][C:22]([C:21]4[CH:25]=[CH:26][CH:27]=[CH:28][C:20]=4[Cl:19])=[O:23])=[N:15][CH:16]=3)[C:8]([CH3:18])=[CH:7][C:5]=2[N:6]=1. (4) Given the reactants [F:1][C:2]1[N:7]=[CH:6][C:5]([NH2:8])=[CH:4][CH:3]=1.C([Mg]Cl)(C)C.[CH:14]1([C:17]2[CH:21]=[C:20]([NH:22][C:23]3[C:32]4[CH2:31][CH2:30][CH2:29][CH2:28][C:27]=4[N:26]=[C:25]([N:33]4[CH2:37][CH2:36][CH2:35][CH:34]4[C:38](OC)=[O:39])[N:24]=3)[NH:19][N:18]=2)[CH2:16][CH2:15]1, predict the reaction product. The product is: [CH:14]1([C:17]2[NH:18][N:19]=[C:20]([NH:22][C:23]3[C:32]4[CH2:31][CH2:30][CH2:29][CH2:28][C:27]=4[N:26]=[C:25]([N:33]4[CH2:37][CH2:36][CH2:35][C@@H:34]4[C:38]([NH:8][C:5]4[CH:6]=[N:7][C:2]([F:1])=[CH:3][CH:4]=4)=[O:39])[N:24]=3)[CH:21]=2)[CH2:16][CH2:15]1.